This data is from Forward reaction prediction with 1.9M reactions from USPTO patents (1976-2016). The task is: Predict the product of the given reaction. (1) Given the reactants [CH3:1][N:2]1[CH2:7][CH2:6][N:5]([CH2:8][C:9]2[N:13]3[CH:14]=[CH:15][CH:16]=[CH:17][C:12]3=[N:11][C:10]=2[CH2:18][N:19]2C(=O)C3C(=CC=CC=3)C2=O)[CH2:4][CH2:3]1.NN, predict the reaction product. The product is: [CH3:1][N:2]1[CH2:7][CH2:6][N:5]([CH2:8][C:9]2[N:13]3[CH:14]=[CH:15][CH:16]=[CH:17][C:12]3=[N:11][C:10]=2[CH2:18][NH2:19])[CH2:4][CH2:3]1. (2) Given the reactants Cl[C:2]1[C:7]([C:8]#[N:9])=[CH:6][N:5]=[C:4]([S:10][CH3:11])[N:3]=1.C(N(CC)CC)C.[CH:19]1([NH2:24])[CH2:23][CH2:22][CH2:21][CH2:20]1, predict the reaction product. The product is: [CH:19]1([NH:24][C:2]2[C:7]([C:8]#[N:9])=[CH:6][N:5]=[C:4]([S:10][CH3:11])[N:3]=2)[CH2:23][CH2:22][CH2:21][CH2:20]1. (3) Given the reactants [CH3:1][C:2]1[C:10]2[C:5](=[CH:6][CH:7]=[C:8](/[CH:11]=[C:12](/[C:15](=O)[CH3:16])\[C:13]#[N:14])[CH:9]=2)[NH:4][N:3]=1.[NH2:18][C:19]([CH:23]([F:25])[F:24])=[CH:20][C:21]#[N:22], predict the reaction product. The product is: [F:24][CH:23]([F:25])[C:19]1[NH:18][C:15]([CH3:16])=[C:12]([C:13]#[N:14])[CH:11]([C:8]2[CH:9]=[C:10]3[C:5](=[CH:6][CH:7]=2)[NH:4][N:3]=[C:2]3[CH3:1])[C:20]=1[C:21]#[N:22]. (4) Given the reactants [CH2:1]([O:3][C:4]([C:6]1[CH:7]=[N:8][C:9]2[C:14]([C:15]=1Cl)=[N:13][C:12]([C:17]1[CH:22]=[CH:21][C:20]([O:23][CH3:24])=[C:19]([O:25][CH3:26])[CH:18]=1)=[CH:11][CH:10]=2)=[O:5])[CH3:2].[CH3:27][N:28]1[CH:32]=[C:31]([NH2:33])[C:30]([CH3:34])=[N:29]1.Cl.CN1C(C)(C)C=CCC1(C)C, predict the reaction product. The product is: [CH2:1]([O:3][C:4]([C:6]1[CH:7]=[N:8][C:9]2[C:14]([C:15]=1[NH:33][C:31]1[C:30]([CH3:34])=[N:29][N:28]([CH3:27])[CH:32]=1)=[N:13][C:12]([C:17]1[CH:22]=[CH:21][C:20]([O:23][CH3:24])=[C:19]([O:25][CH3:26])[CH:18]=1)=[CH:11][CH:10]=2)=[O:5])[CH3:2].